Dataset: Full USPTO retrosynthesis dataset with 1.9M reactions from patents (1976-2016). Task: Predict the reactants needed to synthesize the given product. (1) Given the product [ClH:1].[F:2][C:3]1[CH:4]=[C:5]([N:9]2[C@@:13]3([CH2:18][CH2:17][N:16]([CH2:46][C:42]4[CH:41]=[C:40]([C:35]5[CH:36]=[CH:37][CH:38]=[CH:39][C:34]=5[CH3:33])[CH:45]=[CH:44][CH:43]=4)[C@@H:15]([CH3:31])[CH2:14]3)[CH2:12][CH2:11][C:10]2=[O:32])[CH:6]=[CH:7][CH:8]=1, predict the reactants needed to synthesize it. The reactants are: [ClH:1].[F:2][C:3]1[CH:4]=[C:5]([N:9]2[C@@:13]3([CH2:18][CH2:17][N:16](CC4C=CC(O)=C(OC(C)C)C=4)[C@@H:15]([CH3:31])[CH2:14]3)[CH:12]=[CH:11][C:10]2=[O:32])[CH:6]=[CH:7][CH:8]=1.[CH3:33][C:34]1[CH:39]=[CH:38][CH:37]=[CH:36][C:35]=1[C:40]1[CH:45]=[CH:44][CH:43]=[C:42]([CH:46]=O)[CH:41]=1. (2) Given the product [C:32]([O:20][CH2:19][NH:18][C:16]([C:13]1[CH:12]=[C:11]([CH3:21])[C:10]([CH:9]([C:3]2[CH:4]=[C:5]([F:8])[CH:6]=[CH:7][C:2]=2[F:1])[S:22]([C:25]2[CH:26]=[CH:27][C:28]([F:31])=[CH:29][CH:30]=2)(=[O:24])=[O:23])=[CH:15][N:14]=1)=[O:17])(=[O:34])[CH3:33], predict the reactants needed to synthesize it. The reactants are: [F:1][C:2]1[CH:7]=[CH:6][C:5]([F:8])=[CH:4][C:3]=1[CH:9]([S:22]([C:25]1[CH:30]=[CH:29][C:28]([F:31])=[CH:27][CH:26]=1)(=[O:24])=[O:23])[C:10]1[C:11]([CH3:21])=[CH:12][C:13]([C:16]([NH:18][CH2:19][OH:20])=[O:17])=[N:14][CH:15]=1.[C:32](OC(=O)C)(=[O:34])[CH3:33]. (3) The reactants are: [CH:1]1([OH:6])[CH2:5][CH2:4][CH2:3][CH2:2]1.[Br:7][C:8]1[CH:9]=[N:10][C:11](Cl)=[N:12][CH:13]=1.[H-].[Na+]. Given the product [Br:7][C:8]1[CH:9]=[N:10][C:11]([O:6][CH:1]2[CH2:5][CH2:4][CH2:3][CH2:2]2)=[N:12][CH:13]=1, predict the reactants needed to synthesize it. (4) Given the product [F:1][C:2]1[CH:10]=[CH:9][C:8]([CH:11]2[CH2:16][CH2:15][NH:14][CH2:13][CH2:12]2)=[CH:7][C:3]=1[C:4]([NH2:6])=[O:5], predict the reactants needed to synthesize it. The reactants are: [F:1][C:2]1[CH:10]=[CH:9][C:8]([C:11]2[CH:16]=[CH:15][N:14]=[CH:13][CH:12]=2)=[CH:7][C:3]=1[C:4]([NH2:6])=[O:5].Cl. (5) Given the product [CH:23]1[CH:22]=[CH:21][C:13]2[N:14]([C:27]([NH2:28])=[O:25])[C:15]3[CH:20]=[CH:19][CH:18]=[CH:17][C:16]=3[C:10](=[O:9])[CH2:11][C:12]=2[CH:24]=1, predict the reactants needed to synthesize it. The reactants are: [Br-].[NH+]1C=CC=CC=1.C[O:9][C:10]1[C:16]2[CH:17]=[CH:18][CH:19]=[CH:20][C:15]=2[NH:14][C:13]2[CH:21]=[CH:22][CH:23]=[CH:24][C:12]=2[CH:11]=1.[O:25]([C:27]#[N:28])[Na].Cl. (6) Given the product [Cl:39][C:40]1[C:41]([CH3:50])=[C:42]([S:46]([NH:7][C@H:8]2[CH2:12][CH2:11][N:10]([C:13]([C:15]3([C:18]4[CH:23]=[CH:22][C:21]([Cl:24])=[CH:20][CH:19]=4)[CH2:16][CH2:17]3)=[O:14])[CH2:9]2)(=[O:48])=[O:47])[CH:43]=[CH:44][CH:45]=1, predict the reactants needed to synthesize it. The reactants are: C(OC(=O)[NH:7][C@H:8]1[CH2:12][CH2:11][N:10]([C:13]([C:15]2([C:18]3[CH:23]=[CH:22][C:21]([Cl:24])=[CH:20][CH:19]=3)[CH2:17][CH2:16]2)=[O:14])[CH2:9]1)(C)(C)C.Cl.C(#N)C.C(N(CC)C(C)C)(C)C.[Cl:39][C:40]1[C:41]([CH3:50])=[C:42]([S:46](Cl)(=[O:48])=[O:47])[CH:43]=[CH:44][CH:45]=1.C(O)(C(F)(F)F)=O. (7) Given the product [F:1][C:2]1[C:7]([N+:12]([O-:14])=[O:13])=[CH:6][CH:5]=[C:4]([F:8])[C:3]=1[CH2:9][C:10]([NH2:11])=[O:16], predict the reactants needed to synthesize it. The reactants are: [F:1][C:2]1[CH:7]=[CH:6][CH:5]=[C:4]([F:8])[C:3]=1[CH2:9][C:10]#[N:11].[N+:12]([O-])([OH:14])=[O:13].[OH:16]S(O)(=O)=O. (8) Given the product [CH:1]1([NH:5][C:6]2[CH:13]=[C:12]([N:14]3[C:22]4[CH2:21][C:20]([CH3:24])([CH3:23])[CH2:19][C:18](=[O:25])[C:17]=4[C:16]([CH2:26][CH3:27])=[N:15]3)[CH:11]=[C:10]([F:28])[C:7]=2[C:8]([NH2:9])=[O:29])[CH2:2][CH2:3][CH2:4]1, predict the reactants needed to synthesize it. The reactants are: [CH:1]1([NH:5][C:6]2[CH:13]=[C:12]([N:14]3[C:22]4[CH2:21][C:20]([CH3:24])([CH3:23])[CH2:19][C:18](=[O:25])[C:17]=4[C:16]([CH2:26][CH3:27])=[N:15]3)[CH:11]=[C:10]([F:28])[C:7]=2[C:8]#[N:9])[CH2:4][CH2:3][CH2:2]1.[OH:29]O.[OH-].[Na+]. (9) Given the product [Cl-:25].[CH3:1][C@@H:2]1[CH2:6][CH2:5][CH2:4][N:3]1[CH:7]([C:19]1[CH:24]=[CH:23][CH:22]=[CH:21][CH:20]=1)[C:8]([O:10][C@@H:11]1[CH:16]2[CH2:15][CH2:14][N+:13]([CH2:26][C:27](=[O:28])[C:29]3[CH:34]=[CH:33][CH:32]=[CH:31][CH:30]=3)([CH2:18][CH2:17]2)[CH2:12]1)=[O:9], predict the reactants needed to synthesize it. The reactants are: [CH3:1][C@@H:2]1[CH2:6][CH2:5][CH2:4][N:3]1[CH:7]([C:19]1[CH:24]=[CH:23][CH:22]=[CH:21][CH:20]=1)[C:8]([O:10][C@@H:11]1[CH:16]2[CH2:17][CH2:18][N:13]([CH2:14][CH2:15]2)[CH2:12]1)=[O:9].[Cl:25][CH2:26][C:27]([C:29]1[CH:34]=[CH:33][CH:32]=[CH:31][CH:30]=1)=[O:28].CCOCC.C(Cl)Cl. (10) Given the product [CH3:1][N:2]1[CH:6]=[C:5]([CH:7]=[N:11][OH:10])[CH:4]=[N:3]1, predict the reactants needed to synthesize it. The reactants are: [CH3:1][N:2]1[CH:6]=[C:5]([CH:7]=O)[CH:4]=[N:3]1.Cl.[OH:10][NH2:11].C(O)C.